From a dataset of Reaction yield outcomes from USPTO patents with 853,638 reactions. Predict the reaction yield, written as a fraction of the theoretical maximum amount of product (1.0 means a 100% yield; for example, 0.34 means a 34% yield). (1) The product is [OH:2][C:3]1[CH:4]=[C:5]([C:11](=[O:21])[CH:12]([N:16]2[CH2:17][CH2:18][CH2:19][CH2:20]2)[CH2:13][CH2:14][CH3:15])[CH:6]=[CH:7][C:8]=1[OH:9]. The catalyst is O. The yield is 0.440. The reactants are C[O:2][C:3]1[CH:4]=[C:5]([C:11](=[O:21])[CH:12]([N:16]2[CH2:20][CH2:19][CH2:18][CH2:17]2)[CH2:13][CH2:14][CH3:15])[CH:6]=[CH:7][C:8]=1[O:9]C.C([O-])([O-])=O.[Na+].[Na+].B(Br)(Br)Br. (2) The reactants are [Cl:1][C:2]1[C:10]([C:11]2[CH:12]=[CH:13][C:14]([NH2:17])=[N:15][CH:16]=2)=[CH:9][C:5]2[O:6][CH2:7][CH2:8][C:4]=2[CH:3]=1.[Cl:18][C:19]1[CH:27]=[CH:26][CH:25]=[CH:24][C:20]=1[C:21](Cl)=[O:22]. No catalyst specified. The product is [Cl:1][C:2]1[C:10]([C:11]2[CH:12]=[CH:13][C:14]([NH:17][C:21]([C:20]3[CH:24]=[CH:25][CH:26]=[CH:27][C:19]=3[Cl:18])=[O:22])=[N:15][CH:16]=2)=[CH:9][C:5]2[O:6][CH2:7][CH2:8][C:4]=2[CH:3]=1. The yield is 0.697. (3) The reactants are Cl.[C:2]1([C:19]2[CH:24]=[CH:23][CH:22]=[CH:21][CH:20]=2)[CH:7]=[CH:6][C:5]([C:8]2[N:9]=[C:10]([CH:13]3[CH2:18][CH2:17][NH:16][CH2:15][CH2:14]3)[NH:11][CH:12]=2)=[CH:4][CH:3]=1.ClCCl.C(N(CC)CC)C.[C:35](Cl)(=[O:40])[CH2:36][CH2:37][CH2:38][CH3:39]. The catalyst is O. The product is [C:2]1([C:19]2[CH:20]=[CH:21][CH:22]=[CH:23][CH:24]=2)[CH:7]=[CH:6][C:5]([C:8]2[N:9]=[C:10]([CH:13]3[CH2:18][CH2:17][N:16]([C:35](=[O:40])[CH2:36][CH2:37][CH2:38][CH3:39])[CH2:15][CH2:14]3)[NH:11][CH:12]=2)=[CH:4][CH:3]=1. The yield is 0.150. (4) The reactants are [OH:1][CH2:2][CH2:3][N:4]([CH2:20][CH2:21][I:22])[C:5]1[C:13]([N+:14]([O-:16])=[O:15])=[CH:12][C:11]([N+:17]([O-:19])=[O:18])=[CH:10][C:6]=1[C:7]([NH2:9])=[O:8].CCN(CC)CC.[CH3:30][S:31](Cl)(=[O:33])=[O:32].C([O-])(O)=O.[Na+]. The catalyst is C(Cl)Cl. The product is [CH3:30][S:31]([O:1][CH2:2][CH2:3][N:4]([CH2:20][CH2:21][I:22])[C:5]1[C:13]([N+:14]([O-:16])=[O:15])=[CH:12][C:11]([N+:17]([O-:19])=[O:18])=[CH:10][C:6]=1[C:7]([NH2:9])=[O:8])(=[O:33])=[O:32]. The yield is 0.640. (5) The reactants are Cl[C:2]1[N:7]=[C:6]([C:8]2[C:9]([C:17]3[CH:18]=[C:19]([NH2:23])[CH:20]=[CH:21][CH:22]=3)=[N:10][N:11]3[CH:16]=[CH:15][CH:14]=[CH:13][C:12]=23)[CH:5]=[CH:4][N:3]=1.[S:24]1[CH:28]=[CH:27][CH:26]=[C:25]1[CH2:29][C:30](Cl)=[O:31].[CH2:33](O)[C:34](N)([CH2:37][OH:38])[CH2:35]O. The catalyst is C1COCC1. The product is [O:38]1[C:37]([C:34]2[CH:35]=[C:6]([NH:7][C:2]3[N:7]=[C:6]([C:8]4[C:9]([C:17]5[CH:18]=[C:19]([NH:23][C:30](=[O:31])[CH2:29][C:25]6[S:24][CH:28]=[CH:27][CH:26]=6)[CH:20]=[CH:21][CH:22]=5)=[N:10][N:11]5[CH:16]=[CH:15][CH:14]=[CH:13][C:12]=45)[CH:5]=[CH:4][N:3]=3)[CH:8]=[CH:12][CH:33]=2)=[CH:4][N:3]=[CH:2]1. The yield is 0.980. (6) The reactants are Cl[C:2]1[N:7]=[C:6]([CH3:8])[N:5]=[C:4]([N:9]([CH2:19][C:20]2[CH:25]=[CH:24][C:23]([O:26][CH3:27])=[CH:22][CH:21]=2)[CH2:10][C:11]2[CH:16]=[CH:15][C:14]([O:17][CH3:18])=[CH:13][CH:12]=2)[CH:3]=1.[C:28]([O:32][C:33]([N:35]1[CH2:40][CH2:39][N:38]([C@@H:41]([C:43]2[CH:44]=[C:45](B(O)O)[C:46]([F:49])=[N:47][CH:48]=2)[CH3:42])[CH2:37][CH2:36]1)=[O:34])([CH3:31])([CH3:30])[CH3:29].CC([O-])=O.[K+]. The catalyst is O1CCOCC1.O. The product is [CH3:18][O:17][C:14]1[CH:15]=[CH:16][C:11]([CH2:10][N:9]([CH2:19][C:20]2[CH:25]=[CH:24][C:23]([O:26][CH3:27])=[CH:22][CH:21]=2)[C:4]2[N:5]=[C:6]([CH3:8])[N:7]=[C:2]([C:45]3[CH:44]=[C:43]([C@H:41]([N:38]4[CH2:37][CH2:36][N:35]([C:33]([O:32][C:28]([CH3:29])([CH3:31])[CH3:30])=[O:34])[CH2:40][CH2:39]4)[CH3:42])[CH:48]=[N:47][C:46]=3[F:49])[CH:3]=2)=[CH:12][CH:13]=1. The yield is 0.435.